From a dataset of Full USPTO retrosynthesis dataset with 1.9M reactions from patents (1976-2016). Predict the reactants needed to synthesize the given product. (1) Given the product [CH3:17][N:18]1[CH2:23][CH2:22][N:21]([C:2]2[CH:7]=[N:6][C:5]([N+:8]([O-:10])=[O:9])=[CH:4][CH:3]=2)[CH2:20][CH2:19]1, predict the reactants needed to synthesize it. The reactants are: Br[C:2]1[CH:3]=[CH:4][C:5]([N+:8]([O-:10])=[O:9])=[N:6][CH:7]=1.C(=O)([O-])[O-].[K+].[K+].[CH3:17][N:18]1[CH2:23][CH2:22][NH:21][CH2:20][CH2:19]1.Cl. (2) Given the product [CH2:20]([N:6]1[C:2](=[O:1])[CH2:3][CH2:4][C@H:5]1[CH2:7][N:8]1[C:9](=[O:18])[C:10]2[C:15](=[CH:14][CH:13]=[CH:12][CH:11]=2)[C:16]1=[O:17])[CH2:21][CH:22]([CH3:24])[CH3:23], predict the reactants needed to synthesize it. The reactants are: [O:1]=[C:2]1[NH:6][C@H:5]([CH2:7][N:8]2[C:16](=[O:17])[C:15]3[C:10](=[CH:11][CH:12]=[CH:13][CH:14]=3)[C:9]2=[O:18])[CH2:4][CH2:3]1.Br[CH2:20][CH2:21][CH:22]([CH3:24])[CH3:23].[H-].[Na+]. (3) Given the product [CH3:27][N:9]([C:10]1[CH:11]=[C:12]([CH:18]=[CH:19][CH:20]=1)[C:13]([O:15][CH2:16][CH3:17])=[O:14])[C:7]([O:6][CH2:5][C:4]([Cl:21])([Cl:22])[Cl:3])=[O:8], predict the reactants needed to synthesize it. The reactants are: [H-].[Na+].[Cl:3][C:4]([Cl:22])([Cl:21])[CH2:5][O:6][C:7]([NH:9][C:10]1[CH:11]=[C:12]([CH:18]=[CH:19][CH:20]=1)[C:13]([O:15][CH2:16][CH3:17])=[O:14])=[O:8].S(OC)(O[CH3:27])(=O)=O.O. (4) Given the product [O:1]1[CH:5]2[O:6][CH2:7][CH2:8][CH:4]2[C:3](=[O:9])[CH2:2]1, predict the reactants needed to synthesize it. The reactants are: [O:1]1[CH:5]2[O:6][CH2:7][CH2:8][CH:4]2[CH:3]([OH:9])[CH2:2]1.[Br-].[K+].Cl[O-].[Na+]. (5) Given the product [O:1]1[C:5]2[CH:6]=[CH:7][C:8]([C:10]3[O:14][CH:13]=[N:12][C:11]=3[Br:25])=[CH:9][C:4]=2[O:3][CH2:2]1, predict the reactants needed to synthesize it. The reactants are: [O:1]1[C:5]2[CH:6]=[CH:7][C:8]([C:10]3[O:14][CH:13]=[N:12][CH:11]=3)=[CH:9][C:4]=2[O:3][CH2:2]1.C[Si]([N-][Si](C)(C)C)(C)C.[Li+].[Br:25]NC(=O)CCC(N)=O.[OH-].[Na+]. (6) Given the product [O:15]=[S:2]1(=[O:1])[CH2:7][CH2:6][N:5]([C:8]2[N:13]=[CH:12][N:11]=[C:10]([NH:14][C:19]3[S:20][C:21]([C:24]#[N:25])=[CH:22][N:23]=3)[CH:9]=2)[CH2:4][CH2:3]1, predict the reactants needed to synthesize it. The reactants are: [O:1]=[S:2]1(=[O:15])[CH2:7][CH2:6][N:5]([C:8]2[N:13]=[CH:12][N:11]=[C:10]([NH2:14])[CH:9]=2)[CH2:4][CH2:3]1.[H-].[Na+].Cl[C:19]1[S:20][C:21]([C:24]#[N:25])=[CH:22][N:23]=1. (7) Given the product [CH3:1][O:2][C:3](=[O:21])[CH2:4][C:5]1[CH:10]=[CH:9][CH:8]=[C:7]([O:11][C:12]2[CH:17]=[CH:16][C:15]([Br:18])=[CH:14][C:13]=2[CH2:19][NH:33][C:30]([CH3:32])([CH3:31])[CH2:29][C:26]2[CH:27]=[CH:28][C:23]([F:22])=[CH:24][CH:25]=2)[CH:6]=1, predict the reactants needed to synthesize it. The reactants are: [CH3:1][O:2][C:3](=[O:21])[CH2:4][C:5]1[CH:10]=[CH:9][CH:8]=[C:7]([O:11][C:12]2[CH:17]=[CH:16][C:15]([Br:18])=[CH:14][C:13]=2[CH:19]=O)[CH:6]=1.[F:22][C:23]1[CH:28]=[CH:27][C:26]([CH2:29][C:30]([NH2:33])([CH3:32])[CH3:31])=[CH:25][CH:24]=1.C([BH3-])#N.[Na+].C([O-])(O)=O.[Na+]. (8) Given the product [CH2:8]([N:10]1[CH2:14][CH2:13][CH2:12][C@H:11]1[CH2:15][N:16]1[CH:6]([C:2]2[S:1][CH:5]=[CH:4][CH:3]=2)[CH:18]([C:17]([NH:34][C:33]2[CH:35]=[CH:36][CH:37]=[C:31]([O:30][CH3:29])[CH:32]=2)=[O:28])[C:19]2[C:20](=[CH:24][CH:25]=[CH:26][CH:27]=2)[C:21]1=[O:23])[CH3:9], predict the reactants needed to synthesize it. The reactants are: [S:1]1[CH:5]=[CH:4][CH:3]=[C:2]1[CH:6]=O.[CH2:8]([N:10]1[CH2:14][CH2:13][CH2:12][C@H:11]1[CH2:15][NH2:16])[CH3:9].[C:17]1(=[O:28])[O:23][C:21](=O)[C:20]2=[CH:24][CH:25]=[CH:26][CH:27]=[C:19]2[CH2:18]1.[CH3:29][O:30][C:31]1[CH:32]=[C:33]([CH:35]=[CH:36][CH:37]=1)[NH2:34]. (9) Given the product [Cl:1][C:2]1[CH:3]=[C:4]([C:5]2[O:18][C:9]3[CH2:10][C:11]4([O:12][CH2:13][CH2:14][O:15]4)[CH2:16][CH2:17][C:8]=3[N:7]=2)[CH:19]=[CH:20][C:21]=1[O:22][CH2:23][CH:24]1[CH2:25][CH2:26]1, predict the reactants needed to synthesize it. The reactants are: [Cl:1][C:2]1[CH:3]=[C:4]([CH:19]=[CH:20][C:21]=1[O:22][CH2:23][CH:24]1[CH2:26][CH2:25]1)[C:5]([NH:7][CH:8]1[CH2:17][CH2:16][C:11]2([O:15][CH2:14][CH2:13][O:12]2)[CH2:10][CH:9]1[OH:18])=O.C(N(CC)CC)C.O. (10) Given the product [CH3:21][O:20][C:19]1[CH:18]=[C:17]2[C:13]([CH:14]=[N:15][NH:16]2)=[CH:12][C:11]=1[NH:10][C:9]1[C:4]2[CH:3]=[C:2]([S:29]([C:23]3[CH:28]=[CH:27][CH:26]=[CH:25][CH:24]=3)(=[O:31])=[O:30])[NH:22][C:5]=2[N:6]=[CH:7][N:8]=1, predict the reactants needed to synthesize it. The reactants are: Br[C:2]1[NH:22][C:5]2[N:6]=[CH:7][N:8]=[C:9]([NH:10][C:11]3[CH:12]=[C:13]4[C:17](=[CH:18][C:19]=3[O:20][CH3:21])[NH:16][N:15]=[CH:14]4)[C:4]=2[CH:3]=1.[C:23]1([S:29]([O-:31])=[O:30])[CH:28]=[CH:27][CH:26]=[CH:25][CH:24]=1.[Na+].CN(C)CCN.